Dataset: Full USPTO retrosynthesis dataset with 1.9M reactions from patents (1976-2016). Task: Predict the reactants needed to synthesize the given product. (1) Given the product [O:1]=[C:2]([CH2:14][O:15][C:16]1[CH:21]=[CH:20][CH:19]=[CH:18][CH:17]=1)[CH2:3][O:4][C:5]1[CH:6]=[CH:7][C:8]([CH2:11][C:12]#[N:13])=[CH:9][CH:10]=1, predict the reactants needed to synthesize it. The reactants are: [OH:1][CH:2]([CH2:14][O:15][C:16]1[CH:21]=[CH:20][CH:19]=[CH:18][CH:17]=1)[CH2:3][O:4][C:5]1[CH:10]=[CH:9][C:8]([CH2:11][C:12]#[N:13])=[CH:7][CH:6]=1. (2) Given the product [Cl:28][C@H:18]1[C@H:17]([CH2:29]/[CH:30]=[CH:31]\[CH2:32][CH2:33][CH2:34][C:35]([O:37][CH2:38][CH:39]=[CH2:40])=[O:36])[C@@H:16](/[CH:15]=[CH:14]/[C@@H:13]([OH:41])[CH2:12][CH2:11][CH2:10][C@H:9]([OH:8])[CH3:42])[C@H:20]([O:21][CH:22]2[CH2:27][CH2:26][CH2:25][CH2:24][O:23]2)[CH2:19]1, predict the reactants needed to synthesize it. The reactants are: [Si]([O:8][C@H:9]([CH3:42])[CH2:10][CH2:11][CH2:12][C@H:13]([OH:41])/[CH:14]=[CH:15]/[C@H:16]1[C@H:20]([O:21][CH:22]2[CH2:27][CH2:26][CH2:25][CH2:24][O:23]2)[CH2:19][C@@H:18]([Cl:28])[C@@H:17]1[CH2:29]/[CH:30]=[CH:31]\[CH2:32][CH2:33][CH2:34][C:35]([O:37][CH2:38][CH:39]=[CH2:40])=[O:36])(C(C)(C)C)(C)C.CCCC[N+](CCCC)(CCCC)CCCC.[F-].C1COCC1. (3) Given the product [Cl:1][C:2]1[N:10]=[CH:9][N:8]=[C:7]2[C:3]=1[N:4]=[CH:5][N:6]2[CH2:12][N:13]1[CH2:17][CH:16]([CH2:18][CH2:19][CH3:20])[CH2:15][C:14]1=[O:21], predict the reactants needed to synthesize it. The reactants are: [Cl:1][C:2]1[NH:10][CH:9]=[N:8][C:7]2[C:3]=1[N:4]=[CH:5][N:6]=2.O[CH2:12][N:13]1[CH2:17][CH:16]([CH2:18][CH2:19][CH3:20])[CH2:15][C:14]1=[O:21].C(N(CC)C(Cl)=O)C. (4) Given the product [O:20]([CH2:27][CH2:28][NH:29][S:16]([C:14]1[S:15][C:11]([C:5]2[CH:4]=[C:3]([CH2:1][CH3:2])[C:8](=[O:9])[NH:7][C:6]=2[CH3:10])=[CH:12][CH:13]=1)(=[O:18])=[O:17])[C:21]1[CH:26]=[CH:25][CH:24]=[CH:23][CH:22]=1, predict the reactants needed to synthesize it. The reactants are: [CH2:1]([C:3]1[C:8](=[O:9])[NH:7][C:6]([CH3:10])=[C:5]([C:11]2[S:15][C:14]([S:16](Cl)(=[O:18])=[O:17])=[CH:13][CH:12]=2)[CH:4]=1)[CH3:2].[O:20]([CH2:27][CH2:28][NH2:29])[C:21]1[CH:26]=[CH:25][CH:24]=[CH:23][CH:22]=1. (5) Given the product [O:1]=[C:2]1[C:6]2([CH2:7][CH2:8][N:9]([CH2:39][CH2:40][CH2:41][N:42]3[C:50]4[C:45](=[CH:46][CH:47]=[CH:48][CH:49]=4)[CH2:44][C:43]3=[O:51])[CH2:10][CH2:11]2)[N:5]([C:12]2[CH:13]=[CH:14][CH:15]=[CH:16][CH:17]=2)[CH2:4][N:3]1[CH2:18][C:19]1[CH:20]=[C:21]([NH:25][S:26]([CH3:29])(=[O:28])=[O:27])[CH:22]=[CH:23][CH:24]=1, predict the reactants needed to synthesize it. The reactants are: [O:1]=[C:2]1[C:6]2([CH2:11][CH2:10][NH:9][CH2:8][CH2:7]2)[N:5]([C:12]2[CH:17]=[CH:16][CH:15]=[CH:14][CH:13]=2)[CH2:4][N:3]1[CH2:18][C:19]1[CH:20]=[C:21]([NH:25][S:26]([CH3:29])(=[O:28])=[O:27])[CH:22]=[CH:23][CH:24]=1.[I-].[Na+].C(=O)([O-])[O-].[K+].[K+].Cl[CH2:39][CH2:40][CH2:41][N:42]1[C:50]2[C:45](=[CH:46][CH:47]=[CH:48][CH:49]=2)[CH2:44][C:43]1=[O:51]. (6) Given the product [CH2:1]([CH:3]([N:6]1[C:18]2[C:17]3[CH:16]=[CH:15][CH:14]=[C:13]([C:22]4[C:23]([CH3:28])=[CH:24][C:25]([CH3:27])=[CH:26][C:21]=4[CH3:33])[C:12]=3[N:11]=[C:10]([CH3:20])[C:9]=2[CH:8]=[CH:7]1)[CH2:4][CH3:5])[CH3:2], predict the reactants needed to synthesize it. The reactants are: [CH2:1]([CH:3]([N:6]1[C:18]2[C:17]3[CH:16]=[CH:15][CH:14]=[C:13](I)[C:12]=3[N:11]=[C:10]([CH3:20])[C:9]=2[CH:8]=[CH:7]1)[CH2:4][CH3:5])[CH3:2].[C:21]1([CH3:33])[CH:26]=[C:25]([CH3:27])[CH:24]=[C:23]([CH3:28])[C:22]=1OB(O)O.O.O.O.O.O.O.O.O.[OH-].[Ba+2].[OH-].COCCOC.